From a dataset of Catalyst prediction with 721,799 reactions and 888 catalyst types from USPTO. Predict which catalyst facilitates the given reaction. (1) Reactant: Cl.[Cl:2][C:3]1[CH:8]=[CH:7][C:6]([CH:9]2[N:13]([C:14]3[CH:19]=[CH:18][C:17]([Cl:20])=[CH:16][C:15]=3[Cl:21])[N:12]=[C:11]([C:22]([NH:24][N:25]3[CH2:30][CH2:29][CH2:28][CH2:27][CH2:26]3)=[O:23])[CH2:10]2)=[CH:5][CH:4]=1. Product: [ClH:2].[Cl:2][C:3]1[CH:8]=[CH:7][C:6]([CH:9]2[N:13]([C:14]3[CH:19]=[CH:18][C:17]([Cl:20])=[CH:16][C:15]=3[Cl:21])[N:12]=[C:11]([C:22]([NH:24][N:25]3[CH2:26][CH2:27][CH2:28][CH2:29][CH2:30]3)=[O:23])[CH2:10]2)=[CH:5][CH:4]=1. The catalyst class is: 21. (2) Reactant: [OH:1][C:2]12[CH2:11][CH:6]3[CH2:7][CH:8]([CH2:10][C:4]([C:12](O)=[O:13])([CH2:5]3)[CH2:3]1)[CH2:9]2.B.[Na]. Product: [OH:1][C:2]12[CH2:11][CH:6]3[CH2:7][CH:8]([CH2:10][C:4]([CH2:12][OH:13])([CH2:5]3)[CH2:3]1)[CH2:9]2. The catalyst class is: 7. (3) Reactant: [F:1][C:2]1[CH:10]=[CH:9][CH:8]=[C:7]([N+:11]([O-:13])=[O:12])[C:3]=1[C:4]([OH:6])=[O:5].[CH3:14][Si](C=[N+]=[N-])(C)C.CCOCC. Product: [CH3:14][O:5][C:4](=[O:6])[C:3]1[C:7]([N+:11]([O-:13])=[O:12])=[CH:8][CH:9]=[CH:10][C:2]=1[F:1]. The catalyst class is: 36. (4) Reactant: [N:1]1[N:2]=[C:3]([C:19]2[CH:40]=[CH:39][C:22]([C:23]([N:25]3[CH2:30][CH2:29][CH:28]([NH:31]C(=O)OC(C)(C)C)[CH2:27][CH2:26]3)=[O:24])=[CH:21][CH:20]=2)[N:4]2[C:10]=1[C:9]1[CH:11]=[CH:12][CH:13]=[CH:14][C:8]=1[NH:7][C:6]1[N:15]=[CH:16][CH:17]=[CH:18][C:5]2=1.[ClH:41]. Product: [ClH:41].[N:1]1[N:2]=[C:3]([C:19]2[CH:40]=[CH:39][C:22]([C:23]([N:25]3[CH2:26][CH2:27][CH:28]([NH2:31])[CH2:29][CH2:30]3)=[O:24])=[CH:21][CH:20]=2)[N:4]2[C:10]=1[C:9]1[CH:11]=[CH:12][CH:13]=[CH:14][C:8]=1[NH:7][C:6]1[N:15]=[CH:16][CH:17]=[CH:18][C:5]2=1. The catalyst class is: 269. (5) The catalyst class is: 1. Reactant: [Cl:1][C:2]1[CH:10]=[CH:9][C:5]([C:6](Cl)=[O:7])=[CH:4][CH:3]=1.[NH2:11][C:12]1[N:13]=[C:14]([O:31][CH3:32])[N:15]([C:24]2[CH:29]=[CH:28][C:27]([F:30])=[CH:26][CH:25]=2)[C:16]=1[C:17]([O:19][C:20]([CH3:23])([CH3:22])[CH3:21])=[O:18].C(N(C(C)C)CC)(C)C. Product: [Cl:1][C:2]1[CH:10]=[CH:9][C:5]([C:6]([NH:11][C:12]2[N:13]=[C:14]([O:31][CH3:32])[N:15]([C:24]3[CH:25]=[CH:26][C:27]([F:30])=[CH:28][CH:29]=3)[C:16]=2[C:17]([O:19][C:20]([CH3:21])([CH3:22])[CH3:23])=[O:18])=[O:7])=[CH:4][CH:3]=1. (6) Reactant: FC(F)(F)S(O[C:7]1[C:15]2[C:10](=[CH:11][N:12]=[CH:13][CH:14]=2)[O:9][C:8]=1[C:16]1[N:21]=[CH:20][CH:19]=[CH:18][N:17]=1)(=O)=O.[NH2:24][C:25]1[C:33]2[N:32]=[CH:31][N:30]([C:34]([O:36][C:37]([CH3:40])([CH3:39])[CH3:38])=[O:35])[C:29]=2[CH:28]=[CH:27][CH:26]=1.CC1(C)C2C(=C(P(C3C=CC=CC=3)C3C=CC=CC=3)C=CC=2)OC2C(P(C3C=CC=CC=3)C3C=CC=CC=3)=CC=CC1=2.[O-]P([O-])([O-])=O.[K+].[K+].[K+]. Product: [N:17]1[CH:18]=[CH:19][CH:20]=[N:21][C:16]=1[C:8]1[O:9][C:10]2=[CH:11][N:12]=[CH:13][CH:14]=[C:15]2[C:7]=1[NH:24][C:25]1[C:33]2[N:32]=[CH:31][N:30]([C:34]([O:36][C:37]([CH3:40])([CH3:39])[CH3:38])=[O:35])[C:29]=2[CH:28]=[CH:27][CH:26]=1. The catalyst class is: 101. (7) Reactant: [CH2:1]([C:4]1([S:7]([O-:10])(=O)=[O:8])[CH2:6][CH2:5]1)[CH:2]=[CH2:3].[K+].S(Cl)([Cl:14])=O. Product: [CH2:1]([C:4]1([S:7]([Cl:14])(=[O:10])=[O:8])[CH2:6][CH2:5]1)[CH:2]=[CH2:3]. The catalyst class is: 3. (8) Reactant: ClC1C=CC=C(C(OO)=[O:9])C=1.[CH3:12][C:13]1[S:17][C:16]2([CH2:22][CH2:21][N:20]([CH3:23])[CH2:19][CH2:18]2)[CH2:15][N:14]=1.[O-2].[Al+3].[O-2].[O-2].[Al+3]. Product: [CH3:12][C:13]1[S:17][C:16]2([CH2:22][CH2:21][N+:20]([O-:9])([CH3:23])[CH2:19][CH2:18]2)[CH2:15][N:14]=1. The catalyst class is: 4. (9) Reactant: [NH2:1][CH2:2][CH2:3][CH2:4][N:5]1[CH2:10][CH2:9][N:8]([CH2:11][CH2:12][CH2:13][NH2:14])[CH2:7][CH2:6]1.[CH2:15]([CH2:19][CH:20]=[O:21])[CH2:16][CH:17]=[O:18].Cl. The catalyst class is: 6. Product: [NH2:14][CH2:13][CH2:12][CH2:11][N:8]1[CH2:7][CH2:6][N:5]([CH2:4][CH2:3][CH2:2][NH2:1])[CH2:10][CH2:9]1.[CH2:15]([CH2:19][CH:20]=[O:21])[CH2:16][CH:17]=[O:18]. (10) Reactant: [CH3:1][NH:2][C:3]1([C:10]2[CH:11]=[CH:12][CH:13]=[CH:14][C:15]=2[Cl:16])[C:8](=[O:9])[CH2:7][CH2:6][CH2:5][CH2:4]1.[C:17]([O-:20])([O-])=[O:18].[Na+].[Na+].ClC([O:26][C:27]1[CH:32]=[CH:31][C:30]([N+:33]([O-:35])=[O:34])=[CH:29][CH:28]=1)=O. Product: [N+:33]([C:30]1[CH:31]=[CH:32][C:27]([O:26][NH:2][C:17](=[O:18])[O-:20])=[CH:28][CH:29]=1)([O-:35])=[O:34].[CH3:1][NH:2][C:3]1([C:10]2[CH:11]=[CH:12][CH:13]=[CH:14][C:15]=2[Cl:16])[C:8](=[O:9])[CH2:7][CH2:6][CH2:5][CH2:4]1. The catalyst class is: 11.